Dataset: NCI-60 drug combinations with 297,098 pairs across 59 cell lines. Task: Regression. Given two drug SMILES strings and cell line genomic features, predict the synergy score measuring deviation from expected non-interaction effect. (1) Drug 1: CC1C(C(=O)NC(C(=O)N2CCCC2C(=O)N(CC(=O)N(C(C(=O)O1)C(C)C)C)C)C(C)C)NC(=O)C3=C4C(=C(C=C3)C)OC5=C(C(=O)C(=C(C5=N4)C(=O)NC6C(OC(=O)C(N(C(=O)CN(C(=O)C7CCCN7C(=O)C(NC6=O)C(C)C)C)C)C(C)C)C)N)C. Drug 2: CN1C2=C(C=C(C=C2)N(CCCl)CCCl)N=C1CCCC(=O)O.Cl. Cell line: A498. Synergy scores: CSS=-0.0560, Synergy_ZIP=2.50, Synergy_Bliss=9.42, Synergy_Loewe=3.23, Synergy_HSA=4.35. (2) Drug 1: COC1=C(C=C2C(=C1)N=CN=C2NC3=CC(=C(C=C3)F)Cl)OCCCN4CCOCC4. Drug 2: C1=CN(C=N1)CC(O)(P(=O)(O)O)P(=O)(O)O. Cell line: UO-31. Synergy scores: CSS=19.6, Synergy_ZIP=-7.63, Synergy_Bliss=-9.19, Synergy_Loewe=-8.52, Synergy_HSA=-6.52.